This data is from Forward reaction prediction with 1.9M reactions from USPTO patents (1976-2016). The task is: Predict the product of the given reaction. Given the reactants [Cl:1][C:2]1[CH:7]=[CH:6][C:5]([Cl:8])=[CH:4][C:3]=1[C:9]1[C:14]([Cl:15])=[CH:13][C:12]([O:16][CH3:17])=[C:11]([CH2:18][CH:19]=O)[CH:10]=1.[N:21]1([C:27]([O:29][C:30]([CH3:33])([CH3:32])[CH3:31])=[O:28])[CH2:26][CH2:25][NH:24][CH2:23][CH2:22]1.CC(O)=O.[BH-](OC(C)=O)(OC(C)=O)OC(C)=O.[Na+], predict the reaction product. The product is: [Cl:1][C:2]1[CH:7]=[CH:6][C:5]([Cl:8])=[CH:4][C:3]=1[C:9]1[C:14]([Cl:15])=[CH:13][C:12]([O:16][CH3:17])=[C:11]([CH2:18][CH2:19][N:24]2[CH2:23][CH2:22][N:21]([C:27]([O:29][C:30]([CH3:33])([CH3:32])[CH3:31])=[O:28])[CH2:26][CH2:25]2)[CH:10]=1.